Task: Predict the reactants needed to synthesize the given product.. Dataset: Full USPTO retrosynthesis dataset with 1.9M reactions from patents (1976-2016) (1) Given the product [NH2:1][C:2]1[CH:7]=[CH:6][C:5]([NH:8][S:23]([CH3:15])(=[O:25])=[O:24])=[CH:4][C:3]=1[S:9]([NH2:12])(=[O:10])=[O:11], predict the reactants needed to synthesize it. The reactants are: [NH2:1][C:2]1[CH:7]=[CH:6][C:5]([NH2:8])=[CH:4][C:3]=1[S:9]([NH2:12])(=[O:11])=[O:10].NC1C=CC([N+]([O-])=O)=C[C:15]=1[S:23](N)(=[O:25])=[O:24].CS(O)(=O)=O.CS(Cl)(=O)=O. (2) Given the product [CH2:9]([S:10][C:12]1[CH:17]=[C:16]([C:18]2[S:22][C:21]([C:23]3[CH:24]=[CH:25][C:26]([S:29]([CH3:32])(=[O:30])=[O:31])=[CH:27][CH:28]=3)=[N:20][C:19]=2[C:33]2[CH:38]=[CH:37][CH:36]=[C:35]([CH3:39])[CH:34]=2)[CH:15]=[CH:14][N:13]=1)[C:3]1[CH:8]=[CH:7][CH:6]=[CH:5][CH:4]=1, predict the reactants needed to synthesize it. The reactants are: [H-].[Na+].[C:3]1([CH2:9][SH:10])[CH:8]=[CH:7][CH:6]=[CH:5][CH:4]=1.F[C:12]1[CH:17]=[C:16]([C:18]2[S:22][C:21]([C:23]3[CH:28]=[CH:27][C:26]([S:29]([CH3:32])(=[O:31])=[O:30])=[CH:25][CH:24]=3)=[N:20][C:19]=2[C:33]2[CH:38]=[CH:37][CH:36]=[C:35]([CH3:39])[CH:34]=2)[CH:15]=[CH:14][N:13]=1.[OH-].[Na+]. (3) Given the product [CH3:23][O:24][N:25]([CH3:31])[C:26]([C:18]1[C:13]2[N:14]([C:10]([C:7]3[S:6][C:5]4[CH:21]=[CH:22][C:2]([F:1])=[CH:3][C:4]=4[C:8]=3[CH3:9])=[C:11]([CH3:20])[N:12]=2)[N:15]=[C:16]([CH3:19])[CH:17]=1)=[O:27], predict the reactants needed to synthesize it. The reactants are: [F:1][C:2]1[CH:22]=[CH:21][C:5]2[S:6][C:7]([C:10]3[N:14]4[N:15]=[C:16]([CH3:19])[CH:17]=[CH:18][C:13]4=[N:12][C:11]=3[CH3:20])=[C:8]([CH3:9])[C:4]=2[CH:3]=1.[CH3:23][O:24][N:25]([CH3:31])[C:26](=O)[O:27]CC.[Li+].CC([N-]C(C)C)C. (4) Given the product [F:12][C:4]1[CH:3]=[C:2]([B:16]2[O:17][C:18]([CH3:20])([CH3:19])[C:14]([CH3:30])([CH3:13])[O:15]2)[CH:7]=[CH:6][C:5]=1[CH2:8][C:9]([OH:11])=[O:10], predict the reactants needed to synthesize it. The reactants are: Br[C:2]1[CH:7]=[CH:6][C:5]([CH2:8][C:9]([OH:11])=[O:10])=[C:4]([F:12])[CH:3]=1.[CH3:13][C:14]1([CH3:30])[C:18]([CH3:20])([CH3:19])[O:17][B:16]([B:16]2[O:17][C:18]([CH3:20])([CH3:19])[C:14]([CH3:30])([CH3:13])[O:15]2)[O:15]1.C([O-])(=O)C.[K+].Cl.